Dataset: Reaction yield outcomes from USPTO patents with 853,638 reactions. Task: Predict the reaction yield, written as a fraction of the theoretical maximum amount of product (1.0 means a 100% yield; for example, 0.34 means a 34% yield). (1) The reactants are [CH2:1]([O:3][P:4]([NH:9][C@H:10]1[C@H:15]([F:16])[CH2:14][CH2:13][N:12](C(OCC2C=CC=CC=2)=O)[CH2:11]1)([O:6][CH2:7][CH3:8])=[O:5])[CH3:2].[H][H]. The catalyst is CO.[Pd]. The product is [F:16][C@@H:15]1[CH2:14][CH2:13][NH:12][CH2:11][C@H:10]1[NH:9][P:4](=[O:5])([O:6][CH2:7][CH3:8])[O:3][CH2:1][CH3:2]. The yield is 0.990. (2) The reactants are [CH3:1][C:2]1[CH:7]=[CH:6][C:5]([C:8]([CH3:10])=[O:9])=[CH:4][C:3]=1[CH3:11].Br.[OH2:13]. The catalyst is CS(C)=O. The product is [CH3:11][C:3]1[CH:4]=[C:5]([C:8](=[O:9])[CH:10]=[O:13])[CH:6]=[CH:7][C:2]=1[CH3:1]. The yield is 0.570. (3) The reactants are [CH3:1][O:2][C:3]1[C:8]2[N:9]=[C:10]([NH:12][C:13]([C:15]3[S:16][C:17]([CH3:20])=[CH:18][CH:19]=3)=[O:14])[S:11][C:7]=2[C:6](I)=[CH:5][CH:4]=1.C[Sn](C)(C)[C:24]1[CH:25]=[C:26]([NH2:30])[CH:27]=[CH:28][CH:29]=1. No catalyst specified. The product is [NH2:30][C:26]1[CH:25]=[C:24]([C:6]2[C:7]3[S:11][C:10]([NH:12][C:13]([C:15]4[S:16][C:17]([CH3:20])=[CH:18][CH:19]=4)=[O:14])=[N:9][C:8]=3[C:3]([O:2][CH3:1])=[CH:4][CH:5]=2)[CH:29]=[CH:28][CH:27]=1. The yield is 0.560. (4) The catalyst is C(Cl)Cl. The reactants are [Cl:1][C:2]([F:13])([F:12])[C:3]1[N:8]=[CH:7][C:6]([CH:9](O)[CH3:10])=[CH:5][CH:4]=1.S(Cl)([Cl:16])=O. The product is [Cl:1][C:2]([F:13])([F:12])[C:3]1[CH:4]=[CH:5][C:6]([CH:9]([Cl:16])[CH3:10])=[CH:7][N:8]=1. The yield is 0.980.